Dataset: Full USPTO retrosynthesis dataset with 1.9M reactions from patents (1976-2016). Task: Predict the reactants needed to synthesize the given product. (1) Given the product [C:20]([O:15][CH2:14][C@H:13]([N:7]1[CH:6]=[CH:5][C:4]2[C:9](=[CH:10][CH:11]=[C:2]([Cl:1])[C:3]=2[N+:17]([O-:19])=[O:18])[C:8]1=[O:12])[CH3:16])(=[O:22])[CH3:21], predict the reactants needed to synthesize it. The reactants are: [Cl:1][C:2]1[C:3]([N+:17]([O-:19])=[O:18])=[C:4]2[C:9](=[CH:10][CH:11]=1)[C:8](=[O:12])[N:7]([C@H:13]([CH3:16])[CH2:14][OH:15])[CH:6]=[CH:5]2.[C:20](OC(=O)C)(=[O:22])[CH3:21].N1C=CC=CC=1.C(Cl)Cl. (2) Given the product [Br:42][C:6]1[C:11]([F:12])=[CH:10][C:9]([N:13]([C:18]2[C:37]([CH:38]3[CH2:40][CH2:39]3)=[CH:36][C:21]3[C:22]([C:32]([NH:34][CH3:35])=[O:33])=[C:23]([C:25]4[CH:30]=[CH:29][C:28]([F:31])=[CH:27][CH:26]=4)[O:24][C:20]=3[CH:19]=2)[S:14]([CH3:17])(=[O:16])=[O:15])=[CH:8][C:7]=1[F:41], predict the reactants needed to synthesize it. The reactants are: N([O-])=O.[Na+].N[C:6]1[C:11]([F:12])=[CH:10][C:9]([N:13]([C:18]2[C:37]([CH:38]3[CH2:40][CH2:39]3)=[CH:36][C:21]3[C:22]([C:32]([NH:34][CH3:35])=[O:33])=[C:23]([C:25]4[CH:30]=[CH:29][C:28]([F:31])=[CH:27][CH:26]=4)[O:24][C:20]=3[CH:19]=2)[S:14]([CH3:17])(=[O:16])=[O:15])=[CH:8][C:7]=1[F:41].[BrH:42].